Predict the product of the given reaction. From a dataset of Forward reaction prediction with 1.9M reactions from USPTO patents (1976-2016). (1) Given the reactants [F:1][C:2]1[CH:3]=[CH:4][CH:5]=[C:6]([O:11][C:12](=[O:14])[CH3:13])[C:7]=1[C:8]([OH:10])=[O:9].[N+:15]([O-])([OH:17])=[O:16], predict the reaction product. The product is: [N+:15]([C:3]1[C:2]([F:1])=[C:7]([C:8]([OH:10])=[O:9])[C:6]([O:11][C:12](=[O:14])[CH3:13])=[CH:5][CH:4]=1)([O-:17])=[O:16]. (2) Given the reactants Cl.C[C@H]1CN[C@@]2(O[C@H]3C[C@H]4[C@@H]5CC=C6C[C@@H](O)CC[C@]6(C)[C@H]5CC[C@]4(C)[C@H]3[C@@H]2C)CC1.Cl.[CH3:33][C@H:34]1[CH2:94][NH:93][C@@:37]2([O:41][C@H:40]3[CH2:42][C@H:43]4[C@@H:48]5[CH2:49][CH:50]=[C:51]6[CH2:56][C@@H:55]([O:57][C@@H:58]7[O:63][C@H:62]([CH2:64][OH:65])[C@H:61]([OH:66])[C@H:60]([O:67][C@@H:68]8[O:73][C@H:72]([CH2:74][OH:75])[C@@H:71]([OH:76])[C@H:70]([OH:77])[C@H:69]8[OH:78])[C@H:59]7[O:79][C@@H:80]7[O:85][C@@H:84]([CH3:86])[C@H:83]([OH:87])[C@@H:82]([OH:88])[C@H:81]7[OH:89])[CH2:54][CH2:53][C@:52]6([CH3:90])[C@H:47]5[CH2:46][CH2:45][C@:44]4([CH3:91])[C@H:39]3[C@@H:38]2[CH3:92])[CH2:36][CH2:35]1.Cl, predict the reaction product. The product is: [CH3:33][C@H:34]1[CH2:94][NH:93][C@@:37]2([O:41][C@H:40]3[CH2:42][C@H:43]4[C@@H:48]5[CH2:49][CH:50]=[C:51]6[CH2:56][C@@H:55]([O:57][C@@H:58]7[O:63][C@H:62]([CH2:64][OH:65])[C@H:61]([OH:66])[C@H:60]([O:67][C@@H:68]8[O:73][C@H:72]([CH2:74][OH:75])[C@@H:71]([OH:76])[C@H:70]([OH:77])[C@H:69]8[OH:78])[C@H:59]7[O:79][C@@H:80]7[O:85][C@@H:84]([CH3:86])[C@H:83]([OH:87])[C@@H:82]([OH:88])[C@H:81]7[OH:89])[CH2:54][CH2:53][C@:52]6([CH3:90])[C@H:47]5[CH2:46][CH2:45][C@:44]4([CH3:91])[C@H:39]3[C@@H:38]2[CH3:92])[CH2:36][CH2:35]1.